Dataset: Retrosynthesis with 50K atom-mapped reactions and 10 reaction types from USPTO. Task: Predict the reactants needed to synthesize the given product. (1) Given the product CC(C)(C)OC(=O)N1CC(N)C2CCCCC2C1, predict the reactants needed to synthesize it. The reactants are: CC(C)(C)OC(=O)N1CC2CCCCC2C(NC(=O)C(F)(F)F)C1. (2) Given the product Cc1cc2cc(-c3ccccc3)[nH]c2cc1O, predict the reactants needed to synthesize it. The reactants are: COc1cc2[nH]c(-c3ccccc3)cc2cc1C. (3) Given the product Nc1ccc(N2CCCC2)c(C(=O)O)c1, predict the reactants needed to synthesize it. The reactants are: O=C(O)c1cc([N+](=O)[O-])ccc1N1CCCC1. (4) Given the product CC(C)(C)OC(=O)N1CCC(CN(C(=O)C(F)(F)F)[C@@H]2C[C@H]2c2ccc(I)cc2)CC1, predict the reactants needed to synthesize it. The reactants are: CC(C)(C)OC(=O)N1CCC(CN[C@@H]2C[C@H]2c2ccc(I)cc2)CC1.O=C(OC(=O)C(F)(F)F)C(F)(F)F. (5) The reactants are: Cn1c(I)c(C(N)=O)c2c1-c1nc(N)ncc1CC2.OB(O)c1ccccc1. Given the product Cn1c2c(c(C(N)=O)c1-c1ccccc1)CCc1cnc(N)nc1-2, predict the reactants needed to synthesize it. (6) Given the product CC(NC(=O)OC(C)(C)C)c1ccc(O)cc1, predict the reactants needed to synthesize it. The reactants are: CC(C)(C)OC(=O)OC(=O)OC(C)(C)C.CC(N)c1ccc(O)cc1. (7) The reactants are: CN.CN(C)c1nc(Cl)nc2c1ncn2Cc1ccccc1F. Given the product CNc1nc(N(C)C)c2ncn(Cc3ccccc3F)c2n1, predict the reactants needed to synthesize it. (8) The reactants are: CC(=O)OC[C@@H](C)n1ccc2c(N)c(C)ccc2c1=O.O=C(O)CC1(O)CCCCCC1. Given the product CC(=O)OC[C@@H](C)n1ccc2c(NC(=O)CC3(O)CCCCCC3)c(C)ccc2c1=O, predict the reactants needed to synthesize it. (9) Given the product O=C(Cc1ccc(-c2ccnc(C(F)F)c2)cc1)Nc1ccc(-c2cnccn2)cn1, predict the reactants needed to synthesize it. The reactants are: Nc1ccc(-c2cnccn2)cn1.O=C(O)Cc1ccc(-c2ccnc(C(F)F)c2)cc1.